This data is from Full USPTO retrosynthesis dataset with 1.9M reactions from patents (1976-2016). The task is: Predict the reactants needed to synthesize the given product. (1) Given the product [CH3:13][O:12][C:8]1[CH:7]=[CH:6][C:3]2[CH:4]=[C:17]([C:18](=[O:20])[CH3:19])[O:1][C:2]=2[C:9]=1[O:10][CH3:11], predict the reactants needed to synthesize it. The reactants are: [OH:1][C:2]1[C:9]([O:10][CH3:11])=[C:8]([O:12][CH3:13])[CH:7]=[CH:6][C:3]=1[CH:4]=O.[OH-].[K+].Cl[CH2:17][C:18](=[O:20])[CH3:19]. (2) Given the product [O:1]1[C:5]2[CH:6]=[CH:7][CH:8]=[CH:9][C:4]=2[CH:3]=[C:2]1[C:10]([NH:19][C:20]1[CH:25]=[CH:24][C:23]([C:26]2[CH:31]=[CH:30][C:29]([S:32]([OH:35])(=[O:33])=[O:34])=[CH:28][CH:27]=2)=[CH:22][CH:21]=1)=[O:12], predict the reactants needed to synthesize it. The reactants are: [O:1]1[C:5]2[CH:6]=[CH:7][CH:8]=[CH:9][C:4]=2[CH:3]=[C:2]1[C:10]([OH:12])=O.C(Cl)(=O)C(Cl)=O.[NH2:19][C:20]1[CH:25]=[CH:24][C:23]([C:26]2[CH:31]=[CH:30][C:29]([S:32]([OH:35])(=[O:34])=[O:33])=[CH:28][CH:27]=2)=[CH:22][CH:21]=1.C(N(CC)C(C)C)(C)C.Cl. (3) Given the product [OH:44]/[N:45]=[C:9](/[C:4]1[CH:5]=[CH:6][C:7](=[O:8])[N:2]([CH3:1])[CH:3]=1)\[CH2:10][CH:11]([C:19]1[CH:27]=[CH:26][C:22]([C:23]([NH:29][CH2:30][C@H:31]([OH:33])[CH3:32])=[O:24])=[CH:21][CH:20]=1)[C:12]1[CH:17]=[CH:16][CH:15]=[CH:14][C:13]=1[CH3:18], predict the reactants needed to synthesize it. The reactants are: [CH3:1][N:2]1[C:7](=[O:8])[CH:6]=[CH:5][C:4]([C:9](=O)[CH2:10][CH:11]([C:19]2[CH:27]=[CH:26][C:22]([C:23](O)=[O:24])=[CH:21][CH:20]=2)[C:12]2[CH:17]=[CH:16][CH:15]=[CH:14][C:13]=2[CH3:18])=[CH:3]1.[NH2:29][CH2:30][C@@H:31]([OH:33])[CH3:32].CN([P+]([O:44][N:45]1N=NC2C=CC=CC1=2)(N(C)C)N(C)C)C.F[P-](F)(F)(F)(F)F.Cl.NO.C([O-])(O)=O.[Na+]. (4) Given the product [CH3:1][C:2]1[C:8]([OH:17])(/[CH:9]=[CH:10]/[C:11](/[CH3:16])=[CH:12]\[C:13]([OH:15])=[O:14])[C:7]([CH3:19])([CH3:18])[CH2:6][C:4](=[O:5])[CH:3]=1.[CH3:20][NH+:21]([CH3:23])[CH3:22], predict the reactants needed to synthesize it. The reactants are: [CH3:1][C:2]1[C@:8]([OH:17])(/[CH:9]=[CH:10]/[C:11](/[CH3:16])=[CH:12]\[C:13]([OH:15])=[O:14])[C:7]([CH3:19])([CH3:18])[CH2:6][C:4](=[O:5])[CH:3]=1.[CH3:20][N:21]([CH3:23])[CH3:22].CC1C(O)(/C=C/C(/C)=C\C(O)=O)C(C)(C)CC(=O)C=1.C([O-])(=O)/C=C/C=C/C.[K+]. (5) Given the product [CH3:1][O:2][C:3]1[CH:4]=[CH:5][C:6]([NH:9][C:10]2[C:19]3[CH:18]=[CH:17][CH:16]=[C:15]([C:20]([NH:36][C:37]4[CH:42]=[C:41]([NH:43][C:44]([NH:46][C:47]5[CH:52]=[CH:51][CH:50]=[C:49]([C:53]([F:54])([F:55])[F:56])[CH:48]=5)=[O:45])[CH:40]=[CH:39][C:38]=4[CH3:57])=[O:22])[C:14]=3[CH:13]=[CH:12][N:11]=2)=[N:7][CH:8]=1, predict the reactants needed to synthesize it. The reactants are: [CH3:1][O:2][C:3]1[CH:4]=[CH:5][C:6]([NH:9][C:10]2[C:19]3[CH:18]=[CH:17][CH:16]=[C:15]([C:20]([OH:22])=O)[C:14]=3[CH:13]=[CH:12][N:11]=2)=[N:7][CH:8]=1.NC1C2C=CC=C(C([NH:36][C:37]3[CH:42]=[C:41]([NH:43][C:44]([NH:46][C:47]4[CH:52]=[CH:51][CH:50]=[C:49]([C:53]([F:56])([F:55])[F:54])[CH:48]=4)=[O:45])[CH:40]=[CH:39][C:38]=3[CH3:57])=O)C=2C=CN=1.NC1C=CC=CC=1. (6) Given the product [Si:32]([O:1][C:2]1[CH:3]=[CH:4][C:5]2[C:9]([O:10][C:11]3[CH:12]=[CH:13][C:14](/[CH:17]=[CH:18]/[C:19]([OH:21])=[O:20])=[CH:15][CH:16]=3)=[C:8]([C:22]3[CH:27]=[CH:26][CH:25]=[CH:24][C:23]=3[CH:28]([CH3:29])[CH3:30])[S:7][C:6]=2[CH:31]=1)([C:35]([CH3:38])([CH3:37])[CH3:36])([CH3:34])[CH3:33], predict the reactants needed to synthesize it. The reactants are: [OH:1][C:2]1[CH:3]=[CH:4][C:5]2[C:9]([O:10][C:11]3[CH:16]=[CH:15][C:14](/[CH:17]=[CH:18]/[C:19]([OH:21])=[O:20])=[CH:13][CH:12]=3)=[C:8]([C:22]3[CH:27]=[CH:26][CH:25]=[CH:24][C:23]=3[CH:28]([CH3:30])[CH3:29])[S:7][C:6]=2[CH:31]=1.[Si:32](Cl)([C:35]([CH3:38])([CH3:37])[CH3:36])([CH3:34])[CH3:33].C(N(CC)C(C)C)(C)C.C([O-])([O-])=O.[K+].[K+]. (7) Given the product [C:8]1([C:7]2[C:3]([C:1]#[N:2])=[CH:4][N:5]([C:14]3[CH:15]=[C:16]([C:17]4[NH:25][N:24]=[N:23][N:19]=4)[CH:20]=[CH:21][N:22]=3)[CH:6]=2)[CH:13]=[CH:12][CH:11]=[CH:10][CH:9]=1, predict the reactants needed to synthesize it. The reactants are: [C:1]([C:3]1[C:7]([C:8]2[CH:13]=[CH:12][CH:11]=[CH:10][CH:9]=2)=[CH:6][N:5]([C:14]2[CH:15]=[C:16]([CH:20]=[CH:21][N:22]=2)[C:17]([NH2:19])=O)[CH:4]=1)#[N:2].[N-:23]=[N+:24]=[N-:25].[Na+].C(#N)C.Cl[Si](Cl)(Cl)Cl.